Dataset: Forward reaction prediction with 1.9M reactions from USPTO patents (1976-2016). Task: Predict the product of the given reaction. (1) Given the reactants [Cl:1][C:2]1[CH:3]=[C:4]([C:9]2([C:21]([F:24])([F:23])[F:22])[O:13][N:12]=[C:11]([C:14]3[CH:15]=[C:16]([CH:18]=[CH:19][CH:20]=3)[NH2:17])[CH2:10]2)[CH:5]=[C:6]([Cl:8])[CH:7]=1.[C:25](Cl)(=[O:28])[CH:26]=[CH2:27].C(N(CC)CC)C.O, predict the reaction product. The product is: [Cl:1][C:2]1[CH:3]=[C:4]([C:9]2([C:21]([F:22])([F:24])[F:23])[O:13][N:12]=[C:11]([C:14]3[CH:15]=[C:16]([NH:17][C:25](=[O:28])[CH:26]=[CH2:27])[CH:18]=[CH:19][CH:20]=3)[CH2:10]2)[CH:5]=[C:6]([Cl:8])[CH:7]=1. (2) Given the reactants [CH2:1]([O:3][C:4]1[C:13]2[C:8](=[CH:9][CH:10]=[CH:11][CH:12]=2)[C:7]([O:14][CH2:15][CH3:16])=[C:6]([C:17]([O:19]CC)=[O:18])[C:5]=1[C:22]([O:24]CC)=[O:23])[CH3:2].[OH-].[Na+], predict the reaction product. The product is: [CH2:15]([O:14][C:7]1[C:8]2[C:13](=[CH:12][CH:11]=[CH:10][CH:9]=2)[C:4]([O:3][CH2:1][CH3:2])=[C:5]([C:22]([OH:24])=[O:23])[C:6]=1[C:17]([OH:19])=[O:18])[CH3:16].